The task is: Predict the reaction yield, written as a fraction of the theoretical maximum amount of product (1.0 means a 100% yield; for example, 0.34 means a 34% yield).. This data is from Reaction yield outcomes from USPTO patents with 853,638 reactions. The reactants are [C:1]([O:7][C:8]([CH3:11])([CH3:10])[CH3:9])(=[O:6])[CH2:2][C:3]([CH3:5])=O.[F:12][C:13]1[CH:20]=[CH:19][CH:18]=[CH:17][C:14]=1[CH:15]=O.[NH4+:21].[OH-:22]. The product is [F:12][C:13]1[CH:20]=[CH:19][CH:18]=[CH:17][C:14]=1[CH:15]1[C:2]([C:1]([O:7][C:8]([CH3:11])([CH3:10])[CH3:9])=[O:6])=[C:3]([CH3:5])[NH:21][C:3]([CH3:5])=[C:2]1[C:1]([O:7][C:8]([CH3:11])([CH3:10])[CH3:9])=[O:22]. The catalyst is CCO. The yield is 0.160.